Dataset: Full USPTO retrosynthesis dataset with 1.9M reactions from patents (1976-2016). Task: Predict the reactants needed to synthesize the given product. Given the product [Cl:3][C:4]1[CH:5]=[C:6]([NH:10][C:11]2[N:16]=[C:15]([C:17]3[CH:22]=[CH:21][N:20]=[C:19]([CH:23]([OH:25])[CH3:24])[CH:18]=3)[CH:14]=[CH:13][N:12]=2)[CH:7]=[CH:8][CH:9]=1, predict the reactants needed to synthesize it. The reactants are: [BH4-].[Na+].[Cl:3][C:4]1[CH:5]=[C:6]([NH:10][C:11]2[N:16]=[C:15]([C:17]3[CH:22]=[CH:21][N:20]=[C:19]([C:23](=[O:25])[CH3:24])[CH:18]=3)[CH:14]=[CH:13][N:12]=2)[CH:7]=[CH:8][CH:9]=1.ClC1C=C(NC2N=C(C3C=CN=C(C#N)C=3)C=CN=2)C=CC=1.Cl.